This data is from Full USPTO retrosynthesis dataset with 1.9M reactions from patents (1976-2016). The task is: Predict the reactants needed to synthesize the given product. (1) Given the product [F:38][C:39]([F:52])([F:51])[S:40]([O:28][C:22]1[CH:23]=[CH:24][C:25]2[CH2:26][CH2:27][C@H:18]([N:10]([C:11]([O:12][C:13]([CH3:16])([CH3:14])[CH3:15])=[O:17])[CH2:9][C@@H:8]([C:5]3[CH:6]=[CH:7][C:2]([Cl:1])=[CH:3][CH:4]=3)[OH:29])[CH2:19][C:20]=2[CH:21]=1)(=[O:42])=[O:41], predict the reactants needed to synthesize it. The reactants are: [Cl:1][C:2]1[CH:7]=[CH:6][C:5]([C@@H:8]([OH:29])[CH2:9][N:10]([C@H:18]2[CH2:27][CH2:26][C:25]3[C:20](=[CH:21][C:22]([OH:28])=[CH:23][CH:24]=3)[CH2:19]2)[C:11](=[O:17])[O:12][C:13]([CH3:16])([CH3:15])[CH3:14])=[CH:4][CH:3]=1.N1C(C)=CC=CC=1C.[F:38][C:39]([F:52])([F:51])[S:40](O[S:40]([C:39]([F:52])([F:51])[F:38])(=[O:42])=[O:41])(=[O:42])=[O:41]. (2) The reactants are: [CH3:1][C:2]([O:41][CH2:42][C@H:43]1[CH2:45][O:44]1)([CH3:40])[CH2:3][N:4]1[CH:8]=[CH:7][C:6]([NH:9][C:10]([CH:12]2[CH:16]([C:17]3[CH:22]=[CH:21][CH:20]=[C:19]([Cl:23])[C:18]=3[F:24])[C:15]([C:27]3[CH:32]=[CH:31][C:30]([Cl:33])=[CH:29][C:28]=3[F:34])([C:25]#[N:26])[CH:14]([CH2:35][C:36]([CH3:39])([CH3:38])[CH3:37])[NH:13]2)=[O:11])=[N:5]1.C(O)(C)C.[OH-].[NH4+:51]. Given the product [NH2:51][CH2:45][C@@H:43]([OH:44])[CH2:42][O:41][C:2]([CH3:1])([CH3:40])[CH2:3][N:4]1[CH:8]=[CH:7][C:6]([NH:9][C:10]([CH:12]2[CH:16]([C:17]3[CH:22]=[CH:21][CH:20]=[C:19]([Cl:23])[C:18]=3[F:24])[C:15]([C:27]3[CH:32]=[CH:31][C:30]([Cl:33])=[CH:29][C:28]=3[F:34])([C:25]#[N:26])[CH:14]([CH2:35][C:36]([CH3:38])([CH3:39])[CH3:37])[NH:13]2)=[O:11])=[N:5]1, predict the reactants needed to synthesize it. (3) Given the product [CH3:42][O:41][C@@H:15]([CH2:16][C:17]1[C:22]2[S:23][CH:24]=[CH:25][C:21]=2[C:20]([O:26][CH2:27][CH2:28][C:29]2[N:30]=[C:31]([C:35]3[CH:40]=[CH:39][CH:38]=[CH:37][CH:36]=3)[O:32][C:33]=2[CH3:34])=[CH:19][CH:18]=1)[C:50]([OH:49])=[O:44], predict the reactants needed to synthesize it. The reactants are: C([C@H]1COC(=O)N1C(=O)[C@@H:15]([O:41][CH3:42])[CH2:16][C:17]1[C:22]2[S:23][CH:24]=[CH:25][C:21]=2[C:20]([O:26][CH2:27][CH2:28][C:29]2[N:30]=[C:31]([C:35]3[CH:40]=[CH:39][CH:38]=[CH:37][CH:36]=3)[O:32][C:33]=2[CH3:34])=[CH:19][CH:18]=1)C1C=CC=CC=1.[OH-:44].[Na+].C1[CH2:50][O:49]CC1. (4) Given the product [CH3:1][Si:2]([CH3:17])([CH3:16])[C@@H:3]1[C@:5]([CH3:18])([C:6]2[CH:15]=[CH:14][C:13]3[C:8](=[CH:9][CH:10]=[CH:11][CH:12]=3)[CH:7]=2)[O:4]1, predict the reactants needed to synthesize it. The reactants are: [CH3:1][Si:2]([CH3:17])([CH3:16])[C@@H:3]1[C@H:5]([C:6]2[CH:15]=[CH:14][C:13]3[C:8](=[CH:9][CH:10]=[CH:11][CH:12]=3)[CH:7]=2)[O:4]1.[CH2:18]([Li])CCC.CI. (5) Given the product [Cl:11][C:12]1[CH:13]=[CH:14][C:15]2[N:21]([CH2:22][C:23]([CH3:25])([CH3:24])[CH3:26])[C:20](=[O:27])[C@@H:19]([CH2:28][C:29]([NH:44][CH2:45][CH2:46][CH2:47][C:48]([O:50][CH3:51])=[O:49])=[O:30])[O:18][C@H:17]([C:32]3[CH:37]=[CH:36][CH:35]=[C:34]([O:38][CH3:39])[C:33]=3[O:40][CH3:41])[C:16]=2[CH:42]=1, predict the reactants needed to synthesize it. The reactants are: C(P(=O)(OCC)OCC)#N.[Cl:11][C:12]1[CH:13]=[CH:14][C:15]2[N:21]([CH2:22][C:23]([CH3:26])([CH3:25])[CH3:24])[C:20](=[O:27])[C@@H:19]([CH2:28][C:29](O)=[O:30])[O:18][C@H:17]([C:32]3[CH:37]=[CH:36][CH:35]=[C:34]([O:38][CH3:39])[C:33]=3[O:40][CH3:41])[C:16]=2[CH:42]=1.Cl.[NH2:44][CH2:45][CH2:46][CH2:47][C:48]([O:50][CH3:51])=[O:49].C(N(CC)CC)C. (6) Given the product [CH2:7]([O:6][C:4](=[O:5])[C:3]1[CH:9]=[C:10]([F:13])[CH:11]=[N:12][C:2]=1[O:23][C:19]1[CH:20]=[CH:21][CH:22]=[C:17]([S:16][CH2:14][CH3:15])[CH:18]=1)[CH3:8], predict the reactants needed to synthesize it. The reactants are: Cl[C:2]1[N:12]=[CH:11][C:10]([F:13])=[CH:9][C:3]=1[C:4]([O:6][CH2:7][CH3:8])=[O:5].[CH2:14]([S:16][C:17]1[CH:18]=[C:19]([OH:23])[CH:20]=[CH:21][CH:22]=1)[CH3:15].C(=O)([O-])[O-].[Cs+].[Cs+]. (7) Given the product [F:21][C:18]1[CH:19]=[CH:20][C:11]2[N:10]([S:22]([C:25]3[CH:30]=[CH:29][C:28]([CH3:31])=[CH:27][CH:26]=3)(=[O:23])=[O:24])[CH2:9][CH2:8][CH:7]([C:5]#[N:6])[C:13](=[O:15])[C:12]=2[CH:17]=1, predict the reactants needed to synthesize it. The reactants are: S(Cl)(Cl)=O.[C:5]([CH2:7][CH2:8][CH2:9][N:10]([S:22]([C:25]1[CH:30]=[CH:29][C:28]([CH3:31])=[CH:27][CH:26]=1)(=[O:24])=[O:23])[C:11]1[CH:20]=[CH:19][C:18]([F:21])=[CH:17][C:12]=1[C:13]([O:15]C)=O)#[N:6].CC(C)([O-])C.[K+].Cl. (8) Given the product [CH2:10]([N:17]1[CH2:18][C:19]2=[C:28]3[C:23](=[CH:22][C:21]([CH2:41][N:42]4[CH2:43][CH2:44][O:45][CH2:46][CH2:47]4)=[CH:20]2)[C:24](=[O:40])[C:25]([C:29]([NH:31][CH2:32][C:33]2[CH:38]=[CH:37][C:36]([Cl:39])=[CH:35][CH:34]=2)=[O:30])=[CH:26][N:27]3[CH2:2][C:3]1=[O:4])[C:11]1[CH:12]=[CH:13][CH:14]=[CH:15][CH:16]=1, predict the reactants needed to synthesize it. The reactants are: Br[CH2:2][C:3](OC(=O)CBr)=[O:4].[CH2:10]([NH:17][CH2:18][C:19]1[CH:20]=[C:21]([CH2:41][N:42]2[CH2:47][CH2:46][O:45][CH2:44][CH2:43]2)[CH:22]=[C:23]2[C:28]=1[N:27]=[CH:26][C:25]([C:29]([NH:31][CH2:32][C:33]1[CH:38]=[CH:37][C:36]([Cl:39])=[CH:35][CH:34]=1)=[O:30])=[C:24]2[OH:40])[C:11]1[CH:16]=[CH:15][CH:14]=[CH:13][CH:12]=1.C(N(CC)CC)C.